Dataset: Rat liver microsome stability data. Task: Regression/Classification. Given a drug SMILES string, predict its absorption, distribution, metabolism, or excretion properties. Task type varies by dataset: regression for continuous measurements (e.g., permeability, clearance, half-life) or binary classification for categorical outcomes (e.g., BBB penetration, CYP inhibition). Dataset: rlm. (1) The drug is CC(C)(CN1CCCCC1)Oc1ccc(-c2cnc3c(-c4ccc(S(N)(=O)=O)c5ccccc45)cnn3c2)cc1. The result is 1 (stable in rat liver microsomes). (2) The compound is COCCNC(=O)c1ccc(Cn2c(=S)[nH]c3cc4c(cc3c2=O)OCO4)cc1. The result is 0 (unstable in rat liver microsomes).